From a dataset of Forward reaction prediction with 1.9M reactions from USPTO patents (1976-2016). Predict the product of the given reaction. (1) Given the reactants [NH2:1][CH:2]([C:11]1[C:16]([O:17][CH3:18])=[CH:15][CH:14]=[CH:13][C:12]=1[O:19][CH3:20])[CH2:3][CH:4]([CH3:10])[C:5]([O:7]CC)=O.[F:21][CH2:22][CH2:23][O:24][C:25]1[CH:26]=[C:27]([CH:30]=[CH:31][CH:32]=1)[CH:28]=O, predict the reaction product. The product is: [CH3:18][O:17][C:16]1[CH:15]=[CH:14][CH:13]=[C:12]([O:19][CH3:20])[C:11]=1[CH:2]1[N:1]([CH2:28][C:27]2[CH:30]=[CH:31][CH:32]=[C:25]([O:24][CH2:23][CH2:22][F:21])[CH:26]=2)[C:5](=[O:7])[CH:4]([CH3:10])[CH2:3]1. (2) Given the reactants [CH2:1]([NH:5][C:6]1[CH:14]=[C:13]([F:15])[C:12]([F:16])=[CH:11][C:7]=1[C:8]([OH:10])=O)[CH2:2][CH2:3][CH3:4].[CH3:17][C:18]([NH2:22])([C:20]#[CH:21])[CH3:19].C1C=CC2N(O)N=NC=2C=1.CCN=C=NCCCN(C)C.CCN(C(C)C)C(C)C, predict the reaction product. The product is: [CH2:1]([NH:5][C:6]1[CH:14]=[C:13]([F:15])[C:12]([F:16])=[CH:11][C:7]=1[C:8]([NH:22][C:18]([CH3:19])([C:20]#[CH:21])[CH3:17])=[O:10])[CH2:2][CH2:3][CH3:4]. (3) Given the reactants [N+:1]([C:4]1[CH:50]=[CH:49][C:7]([O:8][C:9]2[CH:10]=[C:11]([C:15]3[O:19][C:18]([C:20]4[CH:25]=[C:24]([OH:26])[C:23]([C:27]5[O:28][C:29]([C:32]6[CH:37]=[CH:36][CH:35]=[C:34]([O:38][C:39]7[CH:44]=[CH:43][C:42]([N+:45]([O-])=O)=[CH:41][CH:40]=7)[CH:33]=6)=[N:30][N:31]=5)=[CH:22][C:21]=4[OH:48])=[N:17][N:16]=3)[CH:12]=[CH:13][CH:14]=2)=[CH:6][CH:5]=1)([O-])=O, predict the reaction product. The product is: [NH2:1][C:4]1[CH:5]=[CH:6][C:7]([O:8][C:9]2[CH:10]=[C:11]([C:15]3[O:19][C:18]([C:20]4[CH:25]=[C:24]([OH:26])[C:23]([C:27]5[O:28][C:29]([C:32]6[CH:37]=[CH:36][CH:35]=[C:34]([O:38][C:39]7[CH:44]=[CH:43][C:42]([NH2:45])=[CH:41][CH:40]=7)[CH:33]=6)=[N:30][N:31]=5)=[CH:22][C:21]=4[OH:48])=[N:17][N:16]=3)[CH:12]=[CH:13][CH:14]=2)=[CH:49][CH:50]=1. (4) Given the reactants Br[C:2]1[CH:3]=[CH:4][C:5]([F:16])=[C:6]([C:8]2[C:9]([C:14]#[N:15])=[CH:10][CH:11]=[CH:12][CH:13]=2)[CH:7]=1.C([O-])(=O)C.[K+].[B:22]1([B:22]2[O:26][C:25]([CH3:28])([CH3:27])[C:24]([CH3:30])([CH3:29])[O:23]2)[O:26][C:25]([CH3:28])([CH3:27])[C:24]([CH3:30])([CH3:29])[O:23]1, predict the reaction product. The product is: [F:16][C:5]1[CH:4]=[CH:3][C:2]([B:22]2[O:26][C:25]([CH3:28])([CH3:27])[C:24]([CH3:30])([CH3:29])[O:23]2)=[CH:7][C:6]=1[C:8]1[C:9]([C:14]#[N:15])=[CH:10][CH:11]=[CH:12][CH:13]=1.